Binary Classification. Given two protein amino acid sequences, predict whether they physically interact or not. From a dataset of Human Reference Interactome with 51,813 positive PPI pairs across 8,248 proteins, plus equal number of experimentally-validated negative pairs. (1) Protein 1 (ENSG00000235568) has sequence MENQPVRWRALPGLPRPPGLPAAPWLLLGVLLLPGTLRLAGGQSVTHTGLPIMASLANTAISFSCRITYPYTPQFKVFTVSYFHEDLQGQRSPKKPTNCHPGLGTENQSHTLDCQVTLVLPGASATGTYYCSVHWPHSTVRGSGTFILVRDAGYREPPQSPQKLLLFGFTGLLSVLSVVGTALLLWNKKRMRGPGKDPTRKCPDPRSASSPKQHPSESVYTALQRRETEVYACIENEDGSSPTAKQSPLSQERPHRFEDDGELNLVYENL*MENQPVRWRALPGLPRPPGLPAAPWLLLG.... Protein 2 (ENSG00000175826) has sequence MMRTQCLLGLRTFVAFAAKLWSFFIYLLRRQIRTVIQYQTVRYDILPLSPVSRNRLAQVKRKILVLDLDETLIHSHHDGVLRPTVRPGTPPDFILKVVIDKHPVRFFVHKRPHVDFFLEVVSQWYELVVFTASMEIYGSAVADKLDNSRSILKRRYYRQHCTLELGSYIKDLSVVHSDLSSIVILDNSPGAYRSHPDNAIPIKSWFSDPSDTALLNLLPMLDALRFTADVRSVLSRNLHQHRLW*XQYQTVRYDILPLSPVSRNRLAQVKRKILVLDLDETLIHSHHDGVLRPTVRPGTP.... Result: 0 (the proteins do not interact). (2) Protein 1 (ENSG00000131096) has sequence MVFVRRPWPALTTVLLALLVCLGALVDAYPIKPEAPREDASPEELNRYYASLRHYLNLVTRQRYGKRDGPDTLLSKTFFPDGEDRPVRSRSEGPDLW*MVFVRRPWPALTTVLLALLVCLGALVDAYPIKPEAPREDASPEELNRYYASLRHYLNLVTRQRYGKRDGPDTLLSKTFFPDGEDRPVRSR*. Protein 2 (ENSG00000155099) has sequence MAADGVDERSPLLSASHSGNVTPTAPPYLQESSPRAELPPPYTAIASPDASGIPVINCRVCQSLINLDGKLHQHVVKCTVCNEATPIKNPPTGKKYVRCPCNCLLICKDTSRRIGCPRPNCRRIINLGPVMLISEEQPAQPALPIQPEGTRVVCGHCGNTFLWMELRFNTLAKCPHCKKISSVGSALPRRRCCAYITIGMICIFIGVGLTVGTPDFARRFRATYVSWAIAYLLGLICLIRACYWGAIRVSYPEHSFA*MAADGVDERSPLLSASHSGNVTPTAPPYLQESSPRAELPPPY.... Result: 0 (the proteins do not interact). (3) Protein 1 (ENSG00000231192) has sequence MEEENATLLTEFVLTGFLYQPQWKIPLFLAFLVIYLITIMGNLGLIAVIWKDPHLHIPMYLLLGNLAFVDAWISSTVTPKMLNNFLAKSKMISLSECKIQFFSFAISVTTECFLLATMAYDRYVAICKPLLYPAIMTNGLCIRLLILSYVGGILHALIHEGFLFRLTFCNSNIVHHIYCDTIPLSKISCTDSSINFLMVFIFSGSIQVFSIVTILVSYTFVLFAILKKKSDKGVRKAFSTCGAHLFSVSLYYGPLLFIYVGPASPQADDQDMVEPLFYTVIIPLLNPIIYSLRNKQVTVS.... Protein 2 (ENSG00000163492) has sequence RSQVLQTYVAFLKSSEEVEMQFQSLKEFYETEIPQKEQDDAKAKHCSDSAEKQWQLFLKKSFITQDLGLEFLNLINMAKENEILDVKNEVYLMKNTMENQKAEREELSLLRLAWQLKATESKPGKQQWAAFKEQLKKTSHNLKLLQEALMPVSALDLGGSLQFILDLRQKWNDMKPQFQQLNDEVQYIMKESEELTGRGAPVKEKSQQLKDLIHFHQKQKERIQDYEDILYKVVQFHQVKEELGRLIKSRELEFVEQPKELGDAHDVQIHLRCSQEKQARVDHLHRLALSLGVDIISSVQ.... Result: 0 (the proteins do not interact).